This data is from Forward reaction prediction with 1.9M reactions from USPTO patents (1976-2016). The task is: Predict the product of the given reaction. (1) Given the reactants COC1C=CC(C[N:8]2[C:12]3=[N:13][CH:14]=[CH:15][C:16]([O:17][C:18]4[CH:23]=[CH:22][C:21]([NH:24][C:25]([C:27]5[C:28](=[O:40])[N:29]([C:33]6[CH:38]=[CH:37][C:36]([F:39])=[CH:35][CH:34]=6)[N:30]=[CH:31][CH:32]=5)=[O:26])=[CH:20][C:19]=4[F:41])=[C:11]3[C:10]([N:42]3[CH2:48][CH2:47][CH2:46][NH:45][CH2:44][CH2:43]3)=[N:9]2)=CC=1.C(O)(C(F)(F)F)=O, predict the reaction product. The product is: [N:42]1([C:10]2[C:11]3[C:12](=[N:13][CH:14]=[CH:15][C:16]=3[O:17][C:18]3[CH:23]=[CH:22][C:21]([NH:24][C:25]([C:27]4[C:28](=[O:40])[N:29]([C:33]5[CH:34]=[CH:35][C:36]([F:39])=[CH:37][CH:38]=5)[N:30]=[CH:31][CH:32]=4)=[O:26])=[CH:20][C:19]=3[F:41])[NH:8][N:9]=2)[CH2:48][CH2:47][CH2:46][NH:45][CH2:44][CH2:43]1. (2) Given the reactants N1C(=O)[C@H](CCCCN)NC(=O)[C@@H](CC2C=CC=CC=2)NC(=O)[C@H](CC(=O)O)NC(=O)CNC(=O)[C@@H]1CCCNC(=N)N.[NH2:44][C@H:45]([C:67]([NH:69][CH2:70][C:71]([NH:73][C@H:74]([C:83]([NH:85][C@@H:86]([C:94]([NH:96][C@H:97]([C:110](O)=[O:111])[CH2:98][CH2:99][CH2:100][CH2:101][NH:102][C:103]([O:105][C:106]([CH3:109])([CH3:108])[CH3:107])=[O:104])=[O:95])[CH2:87][C:88]1[CH:93]=[CH:92][CH:91]=[CH:90][CH:89]=1)=[O:84])[CH2:75][C:76](=[O:82])[O:77][C:78]([CH3:81])([CH3:80])[CH3:79])=[O:72])=[O:68])[CH2:46][CH2:47][CH2:48][NH:49][C:50](=[NH:66])[NH:51][S:52]([C:55]1[C:64]([CH3:65])=[C:62]([CH3:63])[C:59]([O:60][CH3:61])=[CH:58][C:56]=1[CH3:57])(=[O:54])=[O:53], predict the reaction product. The product is: [NH:44]1[C:110](=[O:111])[C@H:97]([CH2:98][CH2:99][CH2:100][CH2:101][NH:102][C:103]([O:105][C:106]([CH3:107])([CH3:109])[CH3:108])=[O:104])[NH:96][C:94](=[O:95])[C@@H:86]([CH2:87][C:88]2[CH:89]=[CH:90][CH:91]=[CH:92][CH:93]=2)[NH:85][C:83](=[O:84])[C@H:74]([CH2:75][C:76](=[O:82])[O:77][C:78]([CH3:79])([CH3:80])[CH3:81])[NH:73][C:71](=[O:72])[CH2:70][NH:69][C:67](=[O:68])[C@@H:45]1[CH2:46][CH2:47][CH2:48][NH:49][C:50](=[NH:66])[NH:51][S:52]([C:55]1[C:64]([CH3:65])=[C:62]([CH3:63])[C:59]([O:60][CH3:61])=[CH:58][C:56]=1[CH3:57])(=[O:54])=[O:53]. (3) Given the reactants [CH:1]([O:4][C:5]1[C:27]([O:28][CH3:29])=[CH:26][C:8]2[O:9][CH2:10][C:11]3[N:12]([C:13]([C:21]4[CH:25]=[CH:24][S:23][CH:22]=4)=[N:14][C:15]=3[C:16]([O:18]CC)=[O:17])[C:7]=2[CH:6]=1)([CH3:3])[CH3:2].[OH-].[K+], predict the reaction product. The product is: [CH:1]([O:4][C:5]1[C:27]([O:28][CH3:29])=[CH:26][C:8]2[O:9][CH2:10][C:11]3[N:12]([C:13]([C:21]4[CH:25]=[CH:24][S:23][CH:22]=4)=[N:14][C:15]=3[C:16]([OH:18])=[O:17])[C:7]=2[CH:6]=1)([CH3:3])[CH3:2]. (4) Given the reactants [CH:1]1([C:4]2[C:12]3[CH:11]=[C:10]([CH2:13][CH2:14][CH2:15][CH2:16][N:17]4[CH:21]=[C:20]([C:22]([O:24]C(C)(C)C)=[O:23])[N:19]=[N:18]4)[N:9]=[N:8][C:7]=3[NH:6][C:5]=2[I:29])[CH2:3][CH2:2]1, predict the reaction product. The product is: [CH:1]1([C:4]2[C:12]3[CH:11]=[C:10]([CH2:13][CH2:14][CH2:15][CH2:16][N:17]4[CH:21]=[C:20]([C:22]([OH:24])=[O:23])[N:19]=[N:18]4)[N:9]=[N:8][C:7]=3[NH:6][C:5]=2[I:29])[CH2:3][CH2:2]1. (5) Given the reactants [CH3:1][C:2](=[O:7])[CH2:3][C:4](=[O:6])[CH3:5].C(N(CC)CC)C.Cl[C:16](=[N:23]O)[C:17]1[CH:22]=[CH:21][CH:20]=[CH:19][CH:18]=1.[Na+].[Cl-], predict the reaction product. The product is: [CH3:5][C:4]1[O:6][N:23]=[C:16]([C:17]2[CH:22]=[CH:21][CH:20]=[CH:19][CH:18]=2)[C:3]=1[C:2](=[O:7])[CH3:1].